Task: Predict the product of the given reaction.. Dataset: Forward reaction prediction with 1.9M reactions from USPTO patents (1976-2016) (1) Given the reactants [NH2:1][C:2]1[N:7]=[C:6]([S:8]([NH:11][C:12]([C:14]2[C:15](Cl)=[N:16][C:17]([Cl:20])=[CH:18][CH:19]=2)=[O:13])(=[O:10])=[O:9])[CH:5]=[CH:4][CH:3]=1.[CH3:22][C@@H:23]1[CH2:27][CH2:26][C@H:25]([CH3:28])[NH:24]1.C([O-])([O-])=O.[K+].[K+].Cl, predict the reaction product. The product is: [NH2:1][C:2]1[N:7]=[C:6]([S:8]([NH:11][C:12]([C:14]2[C:15]([N:24]3[C@@H:25]([CH3:28])[CH2:26][CH2:27][C@H:23]3[CH3:22])=[N:16][C:17]([Cl:20])=[CH:18][CH:19]=2)=[O:13])(=[O:10])=[O:9])[CH:5]=[CH:4][CH:3]=1. (2) Given the reactants [CH3:1][C:2]1[CH:3]=[C:4]([C:12]([N:14]2[CH2:19][CH2:18][O:17][CH2:16][CH2:15]2)=[O:13])[CH:5]=[C:6]([CH3:11])[C:7]=1[N+:8]([O-])=O.[H][H], predict the reaction product. The product is: [NH2:8][C:7]1[C:6]([CH3:11])=[CH:5][C:4]([C:12]([N:14]2[CH2:15][CH2:16][O:17][CH2:18][CH2:19]2)=[O:13])=[CH:3][C:2]=1[CH3:1]. (3) Given the reactants [C:1]([O:5][C:6]([CH:8]1[CH2:13][CH2:12][N:11]([C:14]2[C:24]([C:25]#[N:26])=[CH:23][C:17]([C:18]([O:20][CH2:21][CH3:22])=[O:19])=[C:16](OS(C(F)(F)F)(=O)=O)[N:15]=2)[CH2:10][CH2:9]1)=[O:7])([CH3:4])([CH3:3])[CH3:2].C([CH:37]([SH:41])[C:38]([O-:40])=[O:39])C.[CH3:42][CH2:43]N(C(C)C)C(C)C, predict the reaction product. The product is: [C:1]([O:5][C:6]([CH:8]1[CH2:9][CH2:10][N:11]([C:14]2[C:24]([C:25]#[N:26])=[CH:23][C:17]([C:18]([O:20][CH2:21][CH3:22])=[O:19])=[C:16]([S:41][CH2:37][C:38]([O:40][CH2:42][CH3:43])=[O:39])[N:15]=2)[CH2:12][CH2:13]1)=[O:7])([CH3:2])([CH3:3])[CH3:4].